From a dataset of Full USPTO retrosynthesis dataset with 1.9M reactions from patents (1976-2016). Predict the reactants needed to synthesize the given product. (1) Given the product [F:29][C:2]1([F:1])[CH2:7][CH2:6][N:5]([C:8]([C:10]2[N:28]([CH2:35][CH2:34][O:33][CH3:32])[C:13]3=[N:14][CH:15]=[C:16]([O:18][CH:19]4[CH2:20][CH2:21][N:22]([CH:25]([CH3:27])[CH3:26])[CH2:23][CH2:24]4)[CH:17]=[C:12]3[CH:11]=2)=[O:9])[CH2:4][CH2:3]1, predict the reactants needed to synthesize it. The reactants are: [F:1][C:2]1([F:29])[CH2:7][CH2:6][N:5]([C:8]([C:10]2[NH:28][C:13]3=[N:14][CH:15]=[C:16]([O:18][CH:19]4[CH2:24][CH2:23][N:22]([CH:25]([CH3:27])[CH3:26])[CH2:21][CH2:20]4)[CH:17]=[C:12]3[CH:11]=2)=[O:9])[CH2:4][CH2:3]1.[H-].[Na+].[CH3:32][O:33][CH2:34][CH2:35]Br. (2) Given the product [CH3:1][O:2][C:3]1[CH:52]=[C:51]([O:53][CH3:54])[CH:50]=[CH:49][C:4]=1[CH2:5][N:6]([CH2:15][C:16]1[CH:21]=[CH:20][N:19]=[C:18]2[NH:22][C:23]([C:25]3[C:33]4[C:28](=[CH:29][C:30]([O:36][CH3:37])=[C:31]([O:34][CH3:35])[CH:32]=4)[N:27]([CH3:38])[CH:26]=3)=[CH:24][C:17]=12)[S:7]([C:10]1[S:11][CH:12]=[CH:13][CH:14]=1)(=[O:8])=[O:9], predict the reactants needed to synthesize it. The reactants are: [CH3:1][O:2][C:3]1[CH:52]=[C:51]([O:53][CH3:54])[CH:50]=[CH:49][C:4]=1[CH2:5][N:6]([CH2:15][C:16]1[CH:21]=[CH:20][N:19]=[C:18]2[N:22](S(C3C=CC(C)=CC=3)(=O)=O)[C:23]([C:25]3[C:33]4[C:28](=[CH:29][C:30]([O:36][CH3:37])=[C:31]([O:34][CH3:35])[CH:32]=4)[N:27]([CH3:38])[CH:26]=3)=[CH:24][C:17]=12)[S:7]([C:10]1[S:11][CH:12]=[CH:13][CH:14]=1)(=[O:9])=[O:8].[OH-].[K+]. (3) Given the product [Cl:1][C:2]1[CH:7]=[CH:6][CH:5]=[C:4]2[C:3]=1[NH:15][C:10](=[O:11])[CH:9]([CH2:13][CH3:14])[NH:8]2, predict the reactants needed to synthesize it. The reactants are: [Cl:1][C:2]1[C:3]([N+:15]([O-])=O)=[C:4]([NH:8][CH:9]([CH2:13][CH3:14])[C:10](O)=[O:11])[CH:5]=[CH:6][CH:7]=1.Cl.[OH-].[K+].